From a dataset of Reaction yield outcomes from USPTO patents with 853,638 reactions. Predict the reaction yield, written as a fraction of the theoretical maximum amount of product (1.0 means a 100% yield; for example, 0.34 means a 34% yield). (1) The reactants are [NH:1]1[C:9]2[C:4](=[N:5][CH:6]=[CH:7][C:8]=2[O:10][C:11]2[CH:16]=[CH:15][C:14]([NH2:17])=[CH:13][C:12]=2[F:18])[CH:3]=[CH:2]1.[C:19]1([CH2:25][C:26]([N:28]=[C:29]=[S:30])=[O:27])[CH:24]=[CH:23][CH:22]=[CH:21][CH:20]=1. The catalyst is C1COCC1. The product is [NH:1]1[C:9]2[C:4](=[N:5][CH:6]=[CH:7][C:8]=2[O:10][C:11]2[CH:16]=[CH:15][C:14]([NH:17][C:29]([NH:28][C:26](=[O:27])[CH2:25][C:19]3[CH:20]=[CH:21][CH:22]=[CH:23][CH:24]=3)=[S:30])=[CH:13][C:12]=2[F:18])[CH:3]=[CH:2]1. The yield is 0.400. (2) The reactants are Cl.[Cl:2][C:3]1[CH:4]=[N+:5]([O-:35])[CH:6]=[C:7]([Cl:34])[C:8]=1[CH2:9][C@@H:10]([C:19]1[CH:24]=[CH:23][C:22]([O:25][CH:26]([F:28])[F:27])=[C:21]([O:29][CH2:30][CH:31]2[CH2:33][CH2:32]2)[CH:20]=1)[O:11][C:12]([C@@H:14]1[CH2:18][CH2:17][CH2:16][NH:15]1)=[O:13].[CH:36]([C:38]1[O:42][C:41]([CH3:43])=[C:40]([C:44]([O:46][CH3:47])=[O:45])[CH:39]=1)=O.C(O)(=O)C.[Na]. The catalyst is C1COCC1. The product is [Cl:2][C:3]1[CH:4]=[N+:5]([O-:35])[CH:6]=[C:7]([Cl:34])[C:8]=1[CH2:9][C@@H:10]([C:19]1[CH:24]=[CH:23][C:22]([O:25][CH:26]([F:28])[F:27])=[C:21]([O:29][CH2:30][CH:31]2[CH2:33][CH2:32]2)[CH:20]=1)[O:11][C:12]([CH:14]1[CH2:18][CH2:17][CH2:16][N:15]1[CH2:36][C:38]1[O:42][C:41]([CH3:43])=[C:40]([C:44]([O:46][CH3:47])=[O:45])[CH:39]=1)=[O:13]. The yield is 0.360. (3) The reactants are [CH3:1][C:2]1[C:11]([CH:12]([CH2:17][CH2:18][CH3:19])[C:13]([O:15]C)=[O:14])=[C:10]([C:20]2[CH:25]=[CH:24][C:23]([CH3:26])=[CH:22][CH:21]=2)[C:9]2[C:4](=[CH:5][C:6]3[CH2:29][CH2:28][CH2:27][C:7]=3[CH:8]=2)[N:3]=1.[OH-].[Na+]. The catalyst is CO.C(O)C. The product is [CH3:1][C:2]1[C:11]([CH:12]([CH2:17][CH2:18][CH3:19])[C:13]([OH:15])=[O:14])=[C:10]([C:20]2[CH:21]=[CH:22][C:23]([CH3:26])=[CH:24][CH:25]=2)[C:9]2[C:8]3[CH2:29][CH2:28][CH2:27][C:7]=3[CH:6]=[CH:5][C:4]=2[N:3]=1. The yield is 0.0100. (4) The reactants are [OH-].[Na+].[CH3:3][C:4]1[O:8][C:7]([C:9]2[CH:14]=[CH:13][CH:12]=[CH:11][CH:10]=2)=[N:6][C:5]=1[CH2:15][O:16][C:17]1[CH:41]=[CH:40][C:20]([CH2:21][O:22]/[N:23]=[C:24](/[C:34]2[CH:39]=[CH:38][CH:37]=[CH:36][CH:35]=2)\[CH2:25][CH2:26][CH2:27][CH2:28][C:29]([O:31]CC)=[O:30])=[CH:19][CH:18]=1.CO.Cl. The catalyst is O1CCCC1. The product is [CH3:3][C:4]1[O:8][C:7]([C:9]2[CH:10]=[CH:11][CH:12]=[CH:13][CH:14]=2)=[N:6][C:5]=1[CH2:15][O:16][C:17]1[CH:18]=[CH:19][C:20]([CH2:21][O:22]/[N:23]=[C:24](/[C:34]2[CH:39]=[CH:38][CH:37]=[CH:36][CH:35]=2)\[CH2:25][CH2:26][CH2:27][CH2:28][C:29]([OH:31])=[O:30])=[CH:40][CH:41]=1. The yield is 0.900. (5) The reactants are [CH3:1][O:2][C:3](=[O:30])[CH:4]([N:15](C(OC(C)(C)C)=O)C(OC(C)(C)C)=O)[CH2:5][N:6]1[CH2:11][CH2:10][C:9]2[NH:12][N:13]=[CH:14][C:8]=2[CH2:7]1.FC(F)(F)C(O)=O. The catalyst is C(Cl)Cl. The product is [CH3:1][O:2][C:3](=[O:30])[CH:4]([NH2:15])[CH2:5][N:6]1[CH2:11][CH2:10][C:9]2[NH:12][N:13]=[CH:14][C:8]=2[CH2:7]1. The yield is 0.950. (6) The reactants are C(O[C:4]([CH:6]1[CH2:11][CH:10]([CH3:12])[CH2:9][CH2:8][C:7]1=[O:13])=[O:5])C.[CH2:14]([NH:16][CH2:17][CH3:18])[CH3:15]. The catalyst is CN(C1C=CN=CC=1)C.C1(C)C=CC=CC=1. The product is [CH2:14]([N:16]([CH2:17][CH3:18])[C:4]([CH:6]1[CH2:11][CH:10]([CH3:12])[CH2:9][CH2:8][C:7]1=[O:13])=[O:5])[CH3:15]. The yield is 0.650. (7) The reactants are [F:1][C:2]([F:16])([F:15])[C:3]1[CH:4]=[CH:5][C:6]([N:9]2[CH2:14][CH2:13][NH:12][CH2:11][CH2:10]2)=[N:7][CH:8]=1.[Cl:17][C:18]1[N:19]=[N:20][C:21](Cl)=[C:22]([CH3:25])[C:23]=1[CH3:24].C(N(CC)CC)C. The catalyst is CN1C(=O)CCC1. The product is [Cl:17][C:18]1[N:19]=[N:20][C:21]([N:12]2[CH2:11][CH2:10][N:9]([C:6]3[CH:5]=[CH:4][C:3]([C:2]([F:1])([F:15])[F:16])=[CH:8][N:7]=3)[CH2:14][CH2:13]2)=[C:22]([CH3:25])[C:23]=1[CH3:24]. The yield is 0.820. (8) The reactants are [CH3:1][C@@:2]12[CH2:10][CH2:9][CH2:8][C:7]([CH3:12])([CH3:11])[C@@H:6]1[CH2:5][C:4]([C:13]([OH:15])=O)=[CH:3]2.C([N:18](CC)CC)C.ClC(OCC(C)C)=O.[OH-].[NH4+]. The catalyst is O1CCCC1. The product is [CH3:1][C@@:2]12[CH2:10][CH2:9][CH2:8][C:7]([CH3:12])([CH3:11])[C@@H:6]1[CH2:5][C:4]([C:13]([NH2:18])=[O:15])=[CH:3]2. The yield is 0.720. (9) The reactants are [O:1]=[C:2]1[CH2:5][CH:4]([C:6]([OH:8])=O)[CH2:3]1.[CH2:9](CN)[C:10]1[CH:15]=[CH:14][CH:13]=[CH:12][CH:11]=1.[CH2:18]([N:20](CC)CC)C.F[P-](F)(F)(F)(F)F.N1(O[P+](N(C)C)(N(C)C)N(C)C)C2C=CC=CC=2N=N1. The catalyst is CN(C=O)C. The product is [CH2:9]([N:20]([CH3:18])[C:6]([CH:4]1[CH2:3][C:2](=[O:1])[CH2:5]1)=[O:8])[C:10]1[CH:11]=[CH:12][CH:13]=[CH:14][CH:15]=1. The yield is 0.640. (10) The reactants are [N:1]1[CH:6]=[CH:5][C:4]([NH:7][C:8]2[CH:13]=[CH:12][C:11](N)=[CH:10][CH:9]=2)=[CH:3][CH:2]=1.[N:15]1[CH:20]=CC=CC=1.[N+:21]([C:24]1[CH:32]=[CH:31][C:27](C(Cl)=O)=[CH:26][CH:25]=1)([O-:23])=[O:22].N.[O:34]1CCOCC1. No catalyst specified. The product is [N+:21]([C:24]1[CH:25]=[CH:26][C:27]([NH:15][C:20](=[O:34])[C:11]2[CH:12]=[CH:13][C:8]([NH:7][C:4]3[CH:5]=[CH:6][N:1]=[CH:2][CH:3]=3)=[CH:9][CH:10]=2)=[CH:31][CH:32]=1)([O-:23])=[O:22]. The yield is 0.190.